The task is: Predict the reaction yield, written as a fraction of the theoretical maximum amount of product (1.0 means a 100% yield; for example, 0.34 means a 34% yield).. This data is from Reaction yield outcomes from USPTO patents with 853,638 reactions. (1) The reactants are [Li][CH2:2]CCC.[Br:6][C:7]1[CH:15]=[CH:14][C:10]([C:11]([OH:13])=[O:12])=[C:9]([CH3:16])[CH:8]=1.CI.O. The catalyst is C1COCC1. The yield is 0.670. The product is [Br:6][C:7]1[CH:15]=[CH:14][C:10]([C:11]([OH:13])=[O:12])=[C:9]([CH2:16][CH3:2])[CH:8]=1. (2) The reactants are CC(C)([O:4][C@H:5]1[C@:9]2([CH3:23])[CH2:10][CH2:11][C@@H:12]3[C@@H:21]([C@H:8]2[CH2:7][CH2:6]1)[CH2:20][C@@H:19]1[C:14](=[CH:15][C:16](=[O:22])[CH2:17][CH2:18]1)[CH2:13]3)C.Cl. The catalyst is CO. The product is [OH:4][C@H:5]1[C@:9]2([CH3:23])[CH2:10][CH2:11][C@@H:12]3[C@@H:21]([C@H:8]2[CH2:7][CH2:6]1)[CH2:20][C@@H:19]1[C:14](=[CH:15][C:16](=[O:22])[CH2:17][CH2:18]1)[CH2:13]3. The yield is 0.830. (3) The reactants are [N:1]([C:4]1[CH:9]=[CH:8][C:7]([N:10]2[CH2:15][CH2:14][N:13]([CH3:16])[CH2:12][CH2:11]2)=[CH:6][CH:5]=1)=[C:2]=[S:3].[N:17]#[C:18][NH2:19].CC(C)([O-])C.[K+].Br[CH2:27][C:28]([C:30]1[CH:35]=[CH:34][CH:33]=[C:32]([S:36][CH3:37])[CH:31]=1)=[O:29]. The catalyst is C(#N)C.C(O)(C)(C)C.C(OCC)(=O)C. The product is [NH2:17][C:18]1[N:19]=[C:2]([NH:1][C:4]2[CH:5]=[CH:6][C:7]([N:10]3[CH2:11][CH2:12][N:13]([CH3:16])[CH2:14][CH2:15]3)=[CH:8][CH:9]=2)[S:3][C:27]=1[C:28]([C:30]1[CH:35]=[CH:34][CH:33]=[C:32]([S:36][CH3:37])[CH:31]=1)=[O:29]. The yield is 0.500. (4) The reactants are Cl.[Cl:2][C:3]1[CH:8]=[C:7]([CH2:9][NH:10][C:11]([C@@H:13]2[CH2:17][C@@H:16]([F:18])[CH2:15][NH:14]2)=[O:12])[CH:6]=[C:5]([C:19]2[CH:20]=[N:21][C:22]([C:25]([F:28])([F:27])[F:26])=[CH:23][CH:24]=2)[N:4]=1.[F:29][C:30]1[CH:35]=[CH:34][C:33]([S:36](Cl)(=[O:38])=[O:37])=[CH:32][CH:31]=1.C(N(CC)CC)C. The catalyst is C(Cl)Cl. The product is [Cl:2][C:3]1[CH:8]=[C:7]([CH2:9][NH:10][C:11]([C@@H:13]2[CH2:17][C@@H:16]([F:18])[CH2:15][N:14]2[S:36]([C:33]2[CH:34]=[CH:35][C:30]([F:29])=[CH:31][CH:32]=2)(=[O:38])=[O:37])=[O:12])[CH:6]=[C:5]([C:19]2[CH:20]=[N:21][C:22]([C:25]([F:28])([F:26])[F:27])=[CH:23][CH:24]=2)[N:4]=1. The yield is 0.610. (5) The reactants are [Br:1][C:2]1[CH:7]=[CH:6][C:5]([C:8]([CH3:13])([CH2:11][OH:12])[CH2:9]O)=[CH:4][CH:3]=1.C1(P(C2C=CC=CC=2)C2C=CC=CC=2)C=CC=CC=1.N(C(OC(C)C)=O)=NC(OC(C)C)=O. The catalyst is C1(C)C=CC=CC=1. The product is [Br:1][C:2]1[CH:7]=[CH:6][C:5]([C:8]2([CH3:13])[CH2:11][O:12][CH2:9]2)=[CH:4][CH:3]=1. The yield is 0.420. (6) The reactants are C([O:3][C:4](=[O:32])[C:5]1[CH:10]=[C:9]([N:11]2[C:15]([CH3:16])=[CH:14][CH:13]=[C:12]2[C:17]2[CH:22]=[C:21]([Cl:23])[CH:20]=[CH:19][C:18]=2[O:24][CH2:25][C:26]2[CH:31]=[CH:30][CH:29]=[CH:28][CH:27]=2)[CH:8]=[N:7][CH:6]=1)C.C(O)C. The catalyst is C(OCC)(=O)C. The product is [Cl:23][C:21]1[CH:20]=[CH:19][C:18]([O:24][CH2:25][C:26]2[CH:27]=[CH:28][CH:29]=[CH:30][CH:31]=2)=[C:17]([C:12]2[N:11]([C:9]3[CH:8]=[N:7][CH:6]=[C:5]([CH:10]=3)[C:4]([OH:32])=[O:3])[C:15]([CH3:16])=[CH:14][CH:13]=2)[CH:22]=1. The yield is 0.730.